This data is from NCI-60 drug combinations with 297,098 pairs across 59 cell lines. The task is: Regression. Given two drug SMILES strings and cell line genomic features, predict the synergy score measuring deviation from expected non-interaction effect. (1) Drug 1: CC1CCC2CC(C(=CC=CC=CC(CC(C(=O)C(C(C(=CC(C(=O)CC(OC(=O)C3CCCCN3C(=O)C(=O)C1(O2)O)C(C)CC4CCC(C(C4)OC)O)C)C)O)OC)C)C)C)OC. Drug 2: CN(C(=O)NC(C=O)C(C(C(CO)O)O)O)N=O. Cell line: BT-549. Synergy scores: CSS=4.95, Synergy_ZIP=-5.48, Synergy_Bliss=-1.99, Synergy_Loewe=-2.31, Synergy_HSA=-2.20. (2) Drug 1: CN(C(=O)NC(C=O)C(C(C(CO)O)O)O)N=O. Drug 2: C(CCl)NC(=O)N(CCCl)N=O. Cell line: MALME-3M. Synergy scores: CSS=53.6, Synergy_ZIP=-0.148, Synergy_Bliss=-1.46, Synergy_Loewe=-15.3, Synergy_HSA=-1.64.